Dataset: Reaction yield outcomes from USPTO patents with 853,638 reactions. Task: Predict the reaction yield, written as a fraction of the theoretical maximum amount of product (1.0 means a 100% yield; for example, 0.34 means a 34% yield). (1) The reactants are C(OC(=O)[NH:7][C:8]12[CH2:15][CH:14]3[CH2:16][C:10]([CH2:17][N:18]4[CH:22]=[N:21][N:20]=[N:19]4)([CH2:11][CH:12]1[CH2:13]3)[CH2:9]2)CCC.Cl. The catalyst is CCOC(C)=O. The product is [N:18]1([CH2:17][C:10]23[CH2:16][CH:14]4[CH2:13][CH:12]([CH2:11]2)[C:8]([NH2:7])([CH2:15]4)[CH2:9]3)[CH:22]=[N:21][N:20]=[N:19]1. The yield is 1.00. (2) The yield is 0.130. The reactants are [CH3:1][C:2]1[N:3]([CH2:9][CH:10]2[CH2:15][CH2:14][O:13][CH2:12][CH2:11]2)[C:4](=[NH:8])[S:5][C:6]=1[CH3:7].[C:16]12([C:26](O)=[O:27])[CH2:25][CH:20]3[CH2:21][CH:22]([CH2:24][CH:18]([CH2:19]3)[CH2:17]1)[CH2:23]2. The product is [CH3:1][C:2]1[N:3]([CH2:9][CH:10]2[CH2:15][CH2:14][O:13][CH2:12][CH2:11]2)[C:4](=[N:8][C:26]([C:16]23[CH2:25][CH:20]4[CH2:19][CH:18]([CH2:24][CH:22]([CH2:21]4)[CH2:23]2)[CH2:17]3)=[O:27])[S:5][C:6]=1[CH3:7]. No catalyst specified. (3) The reactants are [H-].[Na+].[SH:3][CH2:4][C:5]([O:7][CH2:8][CH3:9])=[O:6].[NH:10]([C:17]1[N:18]([C:33]2[CH:38]=[CH:37][CH:36]=[CH:35][CH:34]=2)[C:19]2[C:24]([C:25](=[O:27])[CH:26]=1)=[C:23]([C:28]([F:31])([F:30])[F:29])[CH:22]=[C:21](Cl)[N:20]=2)[C:11]1[CH:16]=[CH:15][CH:14]=[CH:13][CH:12]=1. The catalyst is CN(C=O)C. The product is [NH:10]([C:17]1[N:18]([C:33]2[CH:38]=[CH:37][CH:36]=[CH:35][CH:34]=2)[C:19]2[N:20]=[C:21]([S:3][CH2:4][C:5]([O:7][CH2:8][CH3:9])=[O:6])[CH:22]=[C:23]([C:28]([F:31])([F:30])[F:29])[C:24]=2[C:25](=[O:27])[CH:26]=1)[C:11]1[CH:16]=[CH:15][CH:14]=[CH:13][CH:12]=1. The yield is 0.530.